This data is from NCI-60 drug combinations with 297,098 pairs across 59 cell lines. The task is: Regression. Given two drug SMILES strings and cell line genomic features, predict the synergy score measuring deviation from expected non-interaction effect. (1) Drug 1: C1=NC2=C(N=C(N=C2N1C3C(C(C(O3)CO)O)O)F)N. Drug 2: C1CN1C2=NC(=NC(=N2)N3CC3)N4CC4. Cell line: RXF 393. Synergy scores: CSS=13.3, Synergy_ZIP=-0.407, Synergy_Bliss=3.28, Synergy_Loewe=-20.7, Synergy_HSA=0.150. (2) Synergy scores: CSS=56.8, Synergy_ZIP=3.81, Synergy_Bliss=-2.26, Synergy_Loewe=-1.57, Synergy_HSA=-0.765. Drug 2: C1=CN(C=N1)CC(O)(P(=O)(O)O)P(=O)(O)O. Drug 1: CCCCC(=O)OCC(=O)C1(CC(C2=C(C1)C(=C3C(=C2O)C(=O)C4=C(C3=O)C=CC=C4OC)O)OC5CC(C(C(O5)C)O)NC(=O)C(F)(F)F)O. Cell line: 786-0. (3) Drug 1: CNC(=O)C1=NC=CC(=C1)OC2=CC=C(C=C2)NC(=O)NC3=CC(=C(C=C3)Cl)C(F)(F)F. Drug 2: C#CCC(CC1=CN=C2C(=N1)C(=NC(=N2)N)N)C3=CC=C(C=C3)C(=O)NC(CCC(=O)O)C(=O)O. Cell line: SK-MEL-5. Synergy scores: CSS=1.28, Synergy_ZIP=1.74, Synergy_Bliss=3.70, Synergy_Loewe=0.713, Synergy_HSA=0.710. (4) Synergy scores: CSS=10.5, Synergy_ZIP=-4.44, Synergy_Bliss=0.699, Synergy_Loewe=-1.92, Synergy_HSA=0.118. Drug 2: CN(C)N=NC1=C(NC=N1)C(=O)N. Drug 1: CNC(=O)C1=CC=CC=C1SC2=CC3=C(C=C2)C(=NN3)C=CC4=CC=CC=N4. Cell line: NCI-H460. (5) Drug 1: CC1C(C(CC(O1)OC2CC(OC(C2O)C)OC3=CC4=CC5=C(C(=O)C(C(C5)C(C(=O)C(C(C)O)O)OC)OC6CC(C(C(O6)C)O)OC7CC(C(C(O7)C)O)OC8CC(C(C(O8)C)O)(C)O)C(=C4C(=C3C)O)O)O)O. Drug 2: CC1C(C(CC(O1)OC2CC(CC3=C2C(=C4C(=C3O)C(=O)C5=CC=CC=C5C4=O)O)(C(=O)C)O)N)O. Cell line: NCI/ADR-RES. Synergy scores: CSS=14.6, Synergy_ZIP=-5.82, Synergy_Bliss=0.963, Synergy_Loewe=-5.35, Synergy_HSA=0.0810. (6) Drug 1: CS(=O)(=O)CCNCC1=CC=C(O1)C2=CC3=C(C=C2)N=CN=C3NC4=CC(=C(C=C4)OCC5=CC(=CC=C5)F)Cl. Drug 2: COCCOC1=C(C=C2C(=C1)C(=NC=N2)NC3=CC=CC(=C3)C#C)OCCOC.Cl. Cell line: SN12C. Synergy scores: CSS=10.5, Synergy_ZIP=-5.88, Synergy_Bliss=-0.514, Synergy_Loewe=3.78, Synergy_HSA=2.86. (7) Drug 1: CNC(=O)C1=CC=CC=C1SC2=CC3=C(C=C2)C(=NN3)C=CC4=CC=CC=N4. Drug 2: C1=NC(=NC(=O)N1C2C(C(C(O2)CO)O)O)N. Cell line: SNB-75. Synergy scores: CSS=-0.724, Synergy_ZIP=0.295, Synergy_Bliss=0.775, Synergy_Loewe=-1.59, Synergy_HSA=-1.17.